This data is from Forward reaction prediction with 1.9M reactions from USPTO patents (1976-2016). The task is: Predict the product of the given reaction. (1) Given the reactants [C:1]1([PH:7](=[O:11])[O:8][CH2:9][CH3:10])[CH:6]=[CH:5][CH:4]=[CH:3][CH:2]=1.Br[C:13]1[CH:18]=[CH:17][C:16]([O:19][CH:20]([CH3:22])[CH3:21])=[C:15]([CH:23]=[CH2:24])[CH:14]=1.C(N(CC)CC)C, predict the reaction product. The product is: [C:1]1([P:7]([C:13]2[CH:18]=[CH:17][C:16]([O:19][CH:20]([CH3:21])[CH3:22])=[C:15]([CH:23]=[CH2:24])[CH:14]=2)(=[O:11])[O:8][CH2:9][CH3:10])[CH:6]=[CH:5][CH:4]=[CH:3][CH:2]=1. (2) Given the reactants Cl.CN(C)CCCN=C=NCC.O.ON1C2C=CC=CC=2N=N1.[CH3:24][C:25]1[CH:26]=[C:27]([C:36]([OH:38])=O)[N:28]([C:30]2[CH:35]=[CH:34][CH:33]=[CH:32][CH:31]=2)[N:29]=1.[N:39]1([C:45]([O:47][C:48]([CH3:51])([CH3:50])[CH3:49])=[O:46])[CH2:44][CH2:43][NH:42][CH2:41][CH2:40]1.C(=O)(O)[O-].[Na+], predict the reaction product. The product is: [CH3:24][C:25]1[CH:26]=[C:27]([C:36]([N:42]2[CH2:41][CH2:40][N:39]([C:45]([O:47][C:48]([CH3:51])([CH3:50])[CH3:49])=[O:46])[CH2:44][CH2:43]2)=[O:38])[N:28]([C:30]2[CH:31]=[CH:32][CH:33]=[CH:34][CH:35]=2)[N:29]=1. (3) Given the reactants [CH3:1][O:2][C:3]1[CH:4]=[C:5]([CH:23]=[C:24]([O:26][CH3:27])[CH:25]=1)/[CH:6]=[CH:7]/[C:8]1[CH:13]=[CH:12][C:11]([B:14]2[O:18]C(C)(C)C(C)(C)[O:15]2)=[CH:10][CH:9]=1.C1(/C=C/C2C=CC=CC=2)C=CC=CC=1.CCOC(C)=O.CCCCCC, predict the reaction product. The product is: [CH3:27][O:26][C:24]1[CH:23]=[C:5]([CH:4]=[C:3]([O:2][CH3:1])[CH:25]=1)/[CH:6]=[CH:7]/[C:8]1[CH:9]=[CH:10][C:11]([B:14]([OH:18])[OH:15])=[CH:12][CH:13]=1. (4) Given the reactants [CH2:1]([O:8][C:9]1[CH:16]=[C:15]2[C:12]([CH2:13][CH:14]2[C:17]#[N:18])=[CH:11][C:10]=1[O:19][CH3:20])[C:2]1[CH:7]=[CH:6][CH:5]=[CH:4][CH:3]=1.C[Si]([N-][Si](C)(C)C)(C)C.[Na+].[CH:31]1[C:36]([S:37][S:37][C:36]2[CH:31]=[CH:32][C:33]([Cl:46])=[CH:34][CH:35]=2)=[CH:35][CH:34]=[C:33]([Cl:46])[CH:32]=1, predict the reaction product. The product is: [CH2:1]([O:8][C:9]1[CH:16]=[C:15]2[C:12]([CH2:13][C:14]2([S:37][C:36]2[CH:31]=[CH:32][C:33]([Cl:46])=[CH:34][CH:35]=2)[C:17]#[N:18])=[CH:11][C:10]=1[O:19][CH3:20])[C:2]1[CH:3]=[CH:4][CH:5]=[CH:6][CH:7]=1. (5) Given the reactants Br[C:2]1[C:3]2[N:4]([N:27]=[CH:28][N:29]=2)[CH:5]=[C:6]([C:8]2[CH:9]=[C:10]([CH:24]=[CH:25][CH:26]=2)[C:11]([NH:13][C:14]2[CH:19]=[CH:18][C:17]([C:20](=[O:23])[NH:21][CH3:22])=[CH:16][CH:15]=2)=[O:12])[CH:7]=1.[CH3:30][O:31][C:32]1[CH:33]=[CH:34][C:35]([NH2:40])=[N:36][C:37]=1[O:38][CH3:39].CC(C1C=C(C(C)C)C(C2C=CC=CC=2P(C2CCCCC2)C2CCCCC2)=C(C(C)C)C=1)C.C([O-])([O-])=O.[Cs+].[Cs+], predict the reaction product. The product is: [CH3:30][O:31][C:32]1[CH:33]=[CH:34][C:35]([NH:40][C:2]2[C:3]3[N:4]([N:27]=[CH:28][N:29]=3)[CH:5]=[C:6]([C:8]3[CH:9]=[C:10]([CH:24]=[CH:25][CH:26]=3)[C:11]([NH:13][C:14]3[CH:19]=[CH:18][C:17]([C:20](=[O:23])[NH:21][CH3:22])=[CH:16][CH:15]=3)=[O:12])[CH:7]=2)=[N:36][C:37]=1[O:38][CH3:39]. (6) The product is: [Cl:16][CH2:8][C:7]1[C:2]([CH3:1])=[N:3][C:4]([C:10]([F:13])([F:12])[F:11])=[CH:5][CH:6]=1. Given the reactants [CH3:1][C:2]1[C:7]([CH2:8]O)=[CH:6][CH:5]=[C:4]([C:10]([F:13])([F:12])[F:11])[N:3]=1.O=S(Cl)[Cl:16].CN(C=O)C, predict the reaction product.